This data is from Reaction yield outcomes from USPTO patents with 853,638 reactions. The task is: Predict the reaction yield, written as a fraction of the theoretical maximum amount of product (1.0 means a 100% yield; for example, 0.34 means a 34% yield). (1) The reactants are [CH3:16][C:11]1([CH3:17])[C:12]([CH3:15])([CH3:14])[O:13][B:9]([B:9]2[O:13][C:12]([CH3:15])([CH3:14])[C:11]([CH3:17])([CH3:16])[O:10]2)[O:10]1.Br[C:20]1[CH:21]=[C:22]([O:27][C@@H:28]([C:30]2[CH:35]=[C:34]([F:36])[CH:33]=[CH:32][C:31]=2[N:37]2[N:41]=[CH:40][CH:39]=[N:38]2)[CH3:29])[C:23]([NH2:26])=[N:24][CH:25]=1.C([O-])(=O)C.[K+].Cl. The catalyst is O. The product is [F:36][C:34]1[CH:33]=[CH:32][C:31]([N:37]2[N:41]=[CH:40][CH:39]=[N:38]2)=[C:30]([C@H:28]([O:27][C:22]2[C:23]([NH2:26])=[N:24][CH:25]=[C:20]([B:9]3[O:10][C:11]([CH3:16])([CH3:17])[C:12]([CH3:14])([CH3:15])[O:13]3)[CH:21]=2)[CH3:29])[CH:35]=1. The yield is 0.770. (2) The reactants are [NH2:1][C:2]1[CH:10]=[C:9]([F:11])[C:8]([I:12])=[CH:7][C:3]=1[C:4]([OH:6])=[O:5].Cl[C:14]([O:17]C(Cl)=O)(Cl)Cl. The catalyst is O1CCOCC1. The product is [F:11][C:9]1[CH:10]=[C:2]2[NH:1][C:14](=[O:17])[O:6][C:4](=[O:5])[C:3]2=[CH:7][C:8]=1[I:12]. The yield is 0.900.